This data is from Catalyst prediction with 721,799 reactions and 888 catalyst types from USPTO. The task is: Predict which catalyst facilitates the given reaction. (1) Reactant: [CH3:1][C@H:2]1[NH:7][CH2:6][CH2:5][N:4]([S:8]([C:11]2[CH:16]=[CH:15][C:14]([C:17]([F:20])([F:19])[F:18])=[CH:13][CH:12]=2)(=[O:10])=[O:9])[CH2:3]1.[N:21]1[N:25]2[CH:26]=[CH:27][CH:28]=[N:29][C:24]2=[C:23]([C:30](O)=[O:31])[CH:22]=1.C1C=CC2N(O)N=NC=2C=1.O.CN(C(ON1N=NC2C=CC=CC1=2)=[N+](C)C)C.F[P-](F)(F)(F)(F)F.CCN(C(C)C)C(C)C. Product: [CH3:1][C@@H:2]1[CH2:3][N:4]([S:8]([C:11]2[CH:12]=[CH:13][C:14]([C:17]([F:20])([F:18])[F:19])=[CH:15][CH:16]=2)(=[O:9])=[O:10])[CH2:5][CH2:6][N:7]1[C:30]([C:23]1[CH:22]=[N:21][N:25]2[CH:26]=[CH:27][CH:28]=[N:29][C:24]=12)=[O:31]. The catalyst class is: 3. (2) Reactant: C[O:2][C:3]([C:5]1[O:6][C:7]([CH:10]2[CH2:12][CH2:11]2)=[CH:8][CH:9]=1)=O.[NH4+:13].[OH-]. Product: [CH:10]1([C:7]2[O:6][C:5]([C:3]([NH2:13])=[O:2])=[CH:9][CH:8]=2)[CH2:12][CH2:11]1. The catalyst class is: 6.